This data is from Catalyst prediction with 721,799 reactions and 888 catalyst types from USPTO. The task is: Predict which catalyst facilitates the given reaction. (1) Reactant: [OH:1][C:2]1[CH:3]=[C:4]([CH:7]=[C:8]([O:12][CH3:13])[C:9]=1[O:10][CH3:11])[CH:5]=[O:6].[SH:14][C:15]1[CH:20]=[CH:19][CH:18]=[CH:17][C:16]=1[CH2:21]O.Cl. Product: [S:14]1[C:15]2[CH:20]=[CH:19][CH:18]=[CH:17][C:16]=2[CH2:21][O:6][CH:5]1[C:4]1[CH:7]=[C:8]([O:12][CH3:13])[C:9]([O:10][CH3:11])=[C:2]([OH:1])[CH:3]=1. The catalyst class is: 4. (2) Reactant: C([Si]([S:11][C:12]1[CH:13]=[C:14]2[C:18](=[CH:19][CH:20]=1)[N:17]([CH3:21])[N:16]=[CH:15]2)(C(C)C)C(C)C)(C)C.C(=O)([O-])[O-].[K+].[K+].[F-].[Cs+].F[C:31]1[CH:38]=[CH:37][C:36]([F:39])=[CH:35][C:32]=1[C:33]#[N:34]. Product: [CH3:21][N:17]1[C:18]2[C:14](=[CH:13][C:12]([S:11][C:31]3[CH:38]=[CH:37][C:36]([F:39])=[CH:35][C:32]=3[C:33]#[N:34])=[CH:20][CH:19]=2)[CH:15]=[N:16]1. The catalyst class is: 3. (3) Reactant: Br[CH2:2][CH2:3][CH2:4][CH2:5][CH2:6][Br:7].[CH:8]1([Mg]Br)[CH2:13][CH2:12][CH2:11][CH2:10][CH2:9]1.[NH4+].[Cl-]. Product: [Br:7][CH2:6][CH2:5][CH2:4][CH2:3][CH2:2][CH:8]1[CH2:13][CH2:12][CH2:11][CH2:10][CH2:9]1. The catalyst class is: 116. (4) Reactant: [NH2:1][CH2:2][CH:3]1[O:7][C:6](=[O:8])[N:5]([C:9]2[CH:14]=[CH:13][C:12]([CH:15]3[CH2:20][CH2:19][CH:18]([OH:21])[CH:17]([F:22])[CH2:16]3)=[C:11]([F:23])[CH:10]=2)[CH2:4]1.C1(C(C2C=CC=CC=2)CCO[C:34](=[S:38])[CH:35]([F:37])[F:36])C=CC=CC=1.C(N(CC)CC)C. Product: [F:36][CH:35]([F:37])[C:34]([NH:1][CH2:2][CH:3]1[O:7][C:6](=[O:8])[N:5]([C:9]2[CH:14]=[CH:13][C:12]([CH:15]3[CH2:20][CH2:19][CH:18]([OH:21])[CH:17]([F:22])[CH2:16]3)=[C:11]([F:23])[CH:10]=2)[CH2:4]1)=[S:38]. The catalyst class is: 138. (5) Product: [CH3:1][S:2][C:3]1[CH:8]=[CH:7][C:6]([NH2:9])=[CH:5][CH:4]=1. The catalyst class is: 227. Reactant: [CH3:1][S:2][C:3]1[CH:8]=[CH:7][C:6]([N+:9]([O-])=O)=[CH:5][CH:4]=1.[H][H]. (6) Reactant: [Cl:1][C:2]1[C:3]([CH:8]([C:20]2[CH:29]=[C:28]3[C:23]([CH:24]=[CH:25][C:26]([C:30]4[CH:35]=[CH:34][CH:33]=[CH:32][CH:31]=4)=[N:27]3)=[CH:22][CH:21]=2)[NH:9][C:10]([CH:12]2[CH2:17][CH2:16][CH:15]([O:18][CH3:19])[CH2:14][CH2:13]2)=O)=[N:4][CH:5]=[CH:6][N:7]=1.O=P(Cl)(Cl)Cl.CN(C=O)C. Product: [Cl:1][C:2]1[C:3]2[N:4]([C:10]([CH:12]3[CH2:17][CH2:16][CH:15]([O:18][CH3:19])[CH2:14][CH2:13]3)=[N:9][C:8]=2[C:20]2[CH:29]=[C:28]3[C:23]([CH:24]=[CH:25][C:26]([C:30]4[CH:31]=[CH:32][CH:33]=[CH:34][CH:35]=4)=[N:27]3)=[CH:22][CH:21]=2)[CH:5]=[CH:6][N:7]=1. The catalyst class is: 10. (7) Reactant: [OH:1][C:2]1[CH:3]=[C:4]2[C:8](=[CH:9][CH:10]=1)[NH:7][N:6]=[CH:5]2.[Si:11](Cl)([C:14]([CH3:17])([CH3:16])[CH3:15])([CH3:13])[CH3:12].N1C=CN=C1.C(O)(=O)CC(CC(O)=O)(C(O)=O)O. Product: [Si:11]([O:1][C:2]1[CH:3]=[C:4]2[C:8](=[CH:9][CH:10]=1)[NH:7][N:6]=[CH:5]2)([C:14]([CH3:17])([CH3:16])[CH3:15])([CH3:13])[CH3:12]. The catalyst class is: 2. (8) Reactant: [OH:1][C:2]1[C:11]2[C:6](=[N:7][CH:8]=[CH:9][CH:10]=2)[N:5]([C:12]2[CH:17]=[CH:16][CH:15]=[CH:14][CH:13]=2)[C:4](=[O:18])[CH:3]=1.[H-].[Na+].[F:21][C:22]([F:29])([F:28])[CH2:23][CH2:24][C:25](Cl)=[O:26].C(=O)([O-])O.[Na+]. Product: [C:12]1([N:5]2[C:6]3[C:11](=[CH:10][CH:9]=[CH:8][N:7]=3)[C:2]([O:1][C:25](=[O:26])[CH2:24][CH2:23][C:22]([F:29])([F:28])[F:21])=[CH:3][C:4]2=[O:18])[CH:13]=[CH:14][CH:15]=[CH:16][CH:17]=1. The catalyst class is: 18. (9) Reactant: O.[N+:2]([O-:5])([O-:4])=[O:3].[Ga+3:6].[N+:7]([O-:10])([O-:9])=[O:8].[N+:11]([O-:14])([O-:13])=[O:12]. Product: [N+:2]([O-:5])([O-:4])=[O:3].[Ga+3:6].[N+:7]([O-:10])([O-:9])=[O:8].[N+:11]([O-:14])([O-:13])=[O:12]. The catalyst class is: 6.